The task is: Predict which catalyst facilitates the given reaction.. This data is from Catalyst prediction with 721,799 reactions and 888 catalyst types from USPTO. (1) Reactant: [C:1]([O:6]CC)(=O)[CH:2]=[N:3][OH:4].[N:9]1([CH2:16][CH2:17][CH2:18][NH2:19])[CH2:15][CH2:14][CH2:13][CH2:12][CH2:11][CH2:10]1. Product: [OH:4][N:3]=[CH:2][C:1]([NH:19][CH2:18][CH2:17][CH2:16][N:9]1[CH2:15][CH2:14][CH2:13][CH2:12][CH2:11][CH2:10]1)=[O:6]. The catalyst class is: 8. (2) The catalyst class is: 802. Reactant: N#N.[Br:3][C:4]1[CH:5]=[N:6][N:7]2[CH:12]=[CH:11][C:10]([N:13]3[CH2:18][CH2:17][NH:16][CH2:15][CH2:14]3)=[N:9][C:8]=12.CCN(C(C)C)C(C)C.Cl[C:29]([O:31][CH:32]([CH3:34])[CH3:33])=[O:30]. Product: [CH:32]([O:31][C:29]([N:16]1[CH2:17][CH2:18][N:13]([C:10]2[CH:11]=[CH:12][N:7]3[N:6]=[CH:5][C:4]([Br:3])=[C:8]3[N:9]=2)[CH2:14][CH2:15]1)=[O:30])([CH3:34])[CH3:33]. (3) Reactant: [C:1]([O:5][C:6]([N:8]1[CH2:13][C:12](=[O:14])[N:11]([C:15]2[CH:20]=[CH:19][C:18]([O:21][CH2:22][CH2:23][CH2:24][O:25][CH2:26][C:27]3[CH:32]=[CH:31][CH:30]=[CH:29][C:28]=3[O:33][CH3:34])=[CH:17][CH:16]=2)[C@@H:10]([CH2:35][OH:36])[CH2:9]1)=[O:7])([CH3:4])([CH3:3])[CH3:2].[CH:37]1[C:46]2[C:41](=[CH:42][CH:43]=[CH:44][CH:45]=2)[CH:40]=[CH:39][C:38]=1[C:47](Cl)=[O:48].C(N(CC)CC)C. Product: [C:1]([O:5][C:6]([N:8]1[CH2:13][C:12](=[O:14])[N:11]([C:15]2[CH:20]=[CH:19][C:18]([O:21][CH2:22][CH2:23][CH2:24][O:25][CH2:26][C:27]3[CH:32]=[CH:31][CH:30]=[CH:29][C:28]=3[O:33][CH3:34])=[CH:17][CH:16]=2)[C@@H:10]([CH2:35][O:36][C:47]([C:38]2[CH:39]=[CH:40][C:41]3[C:46](=[CH:45][CH:44]=[CH:43][CH:42]=3)[CH:37]=2)=[O:48])[CH2:9]1)=[O:7])([CH3:2])([CH3:4])[CH3:3]. The catalyst class is: 96. (4) Reactant: [Cl-].[Cl:2][C:3]1[C:12]2[CH2:11][CH2:10][CH2:9][N:8]([CH:13]3[CH2:18][CH2:17][NH2+:16][CH2:15][CH2:14]3)[C:7](=[O:19])[C:6]=2[NH:5][C:4]=1[CH3:20].Br[C:22]1[S:23][C:24]([C:27]([O:29][CH2:30][CH3:31])=[O:28])=[CH:25][N:26]=1.CCN(CC)CC.O. Product: [Cl:2][C:3]1[C:12]2[CH2:11][CH2:10][CH2:9][N:8]([CH:13]3[CH2:18][CH2:17][N:16]([C:22]4[S:23][C:24]([C:27]([O:29][CH2:30][CH3:31])=[O:28])=[CH:25][N:26]=4)[CH2:15][CH2:14]3)[C:7](=[O:19])[C:6]=2[NH:5][C:4]=1[CH3:20]. The catalyst class is: 3. (5) Reactant: [C:1]([C:3]1[CH:8]=[CH:7][C:6]([O:9][CH2:10][C:11]([OH:13])=O)=[CH:5][CH:4]=1)#[N:2].[NH2:14][C:15]1[CH:16]=[C:17]([CH:23]2[CH2:28][CH2:27][CH2:26][CH2:25][C:24]2([C:34]([C:36]2([CH2:51][C:52]([O:54][CH3:55])=[O:53])[CH2:41][CH2:40][CH2:39][CH2:38][CH:37]2[C:42]2[CH:47]=[CH:46][C:45]([NH:48][CH3:49])=[C:44]([NH2:50])[CH:43]=2)=[O:35])[CH2:29][C:30]([O:32][CH3:33])=[O:31])[CH:18]=[CH:19][C:20]=1[NH:21][CH3:22]. Product: [C:1]([C:3]1[CH:4]=[CH:5][C:6]([O:9][CH2:10][C:11]([NH:50][C:44]2[CH:43]=[C:42]([CH:37]3[CH2:38][CH2:39][CH2:40][CH2:41][C:36]3([C:34]([C:24]3([CH2:29][C:30]([O:32][CH3:33])=[O:31])[CH2:25][CH2:26][CH2:27][CH2:28][CH:23]3[C:17]3[CH:18]=[CH:19][C:20]([NH:21][CH3:22])=[C:15]([NH:14][C:11](=[O:13])[CH2:10][O:9][C:6]4[CH:5]=[CH:4][C:3]([C:1]#[N:2])=[CH:8][CH:7]=4)[CH:16]=3)=[O:35])[CH2:51][C:52]([O:54][CH3:55])=[O:53])[CH:47]=[CH:46][C:45]=2[NH:48][CH3:49])=[O:13])=[CH:7][CH:8]=1)#[N:2]. The catalyst class is: 7. (6) Reactant: CS(N1CCC2C(=CC=C(O)C=2)C1)(=O)=O.[CH3:16][S:17]([N:20]1[CH2:29][CH2:28][C:27]2[C:22](=[CH:23][CH:24]=[C:25]([O:30][CH2:31][C:32]3[CH:33]=[C:34]4[C:39](=[CH:40][CH:41]=3)[CH2:38][N:37]([C:42]([O:44][CH:45]([CH3:47])[CH3:46])=[O:43])[CH2:36][CH2:35]4)[CH:26]=2)[CH2:21]1)(=[O:19])=[O:18].CS(OCC1C=C2C(=CC=1)CN(C(OC(C)C)=O)CC2)(=O)=O.C([O-])([O-])=O.[Cs+].[Cs+].CN(C=O)C. Product: [CH3:16][S:17]([N:20]1[CH2:29][CH2:28][C:27]2[C:22](=[CH:23][CH:24]=[C:25]([O:30][CH2:31][C:32]3[CH:33]=[C:34]4[C:39](=[CH:40][CH:41]=3)[CH2:38][N:37]([C:42]([O:44][CH:45]([CH3:47])[CH3:46])=[O:43])[CH2:36][CH2:35]4)[CH:26]=2)[CH2:21]1)(=[O:18])=[O:19]. The catalyst class is: 25.